Dataset: Full USPTO retrosynthesis dataset with 1.9M reactions from patents (1976-2016). Task: Predict the reactants needed to synthesize the given product. Given the product [C:25]1([CH2:24][O:23][C:5]2[C:6]([C:7]([O:9][CH2:10][C:11]3[CH:12]=[CH:13][CH:14]=[CH:15][CH:16]=3)=[O:8])=[CH:17][C:18]([C:19]([F:22])([F:20])[F:21])=[C:3]([CH:4]=2)[C:1]([OH:33])=[O:2])[CH:30]=[CH:29][CH:28]=[CH:27][CH:26]=1, predict the reactants needed to synthesize it. The reactants are: [CH:1]([C:3]1[C:18]([C:19]([F:22])([F:21])[F:20])=[CH:17][C:6]([C:7]([O:9][CH2:10][C:11]2[CH:16]=[CH:15][CH:14]=[CH:13][CH:12]=2)=[O:8])=[C:5]([O:23][CH2:24][C:25]2[CH:30]=[CH:29][CH:28]=[CH:27][CH:26]=2)[CH:4]=1)=[O:2].S(=O)(=O)([OH:33])N.CC(CC)=C.Cl([O-])=O.[Na+].